Dataset: Reaction yield outcomes from USPTO patents with 853,638 reactions. Task: Predict the reaction yield, written as a fraction of the theoretical maximum amount of product (1.0 means a 100% yield; for example, 0.34 means a 34% yield). (1) The reactants are [OH:1][C:2]1[C:3]([C:16]([NH:18][C:19]2[S:20][CH:21]=[N:22][N:23]=2)=[O:17])=[CH:4][N:5]([CH2:9][C:10]2[CH:15]=[CH:14][CH:13]=[CH:12][CH:11]=2)[C:6](=[O:8])[CH:7]=1.OC1C([C:39]([OH:41])=[O:40])=CN(CC2C=CC=CC=2)C(=O)C=1.C(Cl)CCl.O.N1C2C(=NC=CC=2)N(O)N=1.S1C=NN=C1N.[CH3:63][N:64](C)[CH:65]=[O:66]. No catalyst specified. The product is [OH:1][C:2]1[C:3]([C:16]([NH:18][C:19]2[S:20][CH:21]=[N:22][N:23]=2)=[O:17])=[CH:4][N:5]([CH2:9][C:10]2[CH:11]=[CH:12][CH:13]=[CH:14][CH:15]=2)[C:6](=[O:8])[C:7]=1[C:65]([NH:64][CH2:63][C:39]([OH:41])=[O:40])=[O:66]. The yield is 0.0600. (2) The reactants are C(=O)([O-])[O-].[Cs+].[Cs+].[CH3:7][C:8]1[C:16]2[C:11](=[N:12][CH:13]=[N:14][C:15]=2[NH2:17])[NH:10][N:9]=1.[Cl:18][C:19]1[C:24]([C:25]#[N:26])=[C:23]([N:27]2[CH2:30][CH:29]([O:31][CH3:32])[CH2:28]2)[C:22]([O:33][CH2:34][CH3:35])=[C:21]([CH:36](Cl)[CH3:37])[CH:20]=1.CN(C)C=O. The catalyst is CCOC(C)=O. The product is [NH2:17][C:15]1[N:14]=[CH:13][N:12]=[C:11]2[N:10]([CH:36]([C:21]3[CH:20]=[C:19]([Cl:18])[C:24]([C:25]#[N:26])=[C:23]([N:27]4[CH2:30][CH:29]([O:31][CH3:32])[CH2:28]4)[C:22]=3[O:33][CH2:34][CH3:35])[CH3:37])[N:9]=[C:8]([CH3:7])[C:16]=12. The yield is 0.200. (3) The reactants are [CH2:1]([O:8][C:9]1[CH:14]=[C:13]([O:15][CH2:16][C:17]2[CH:22]=[CH:21][CH:20]=[CH:19][CH:18]=2)[C:12]([CH:23]([CH3:25])[CH3:24])=[CH:11][C:10]=1[C:26]1[O:30][N:29]=[C:28]([C:31]([NH:33][CH2:34][CH3:35])=[O:32])[C:27]=1[C:36](=[N:38][OH:39])[NH2:37])[C:2]1[CH:7]=[CH:6][CH:5]=[CH:4][CH:3]=1.[CH3:40][O:41][CH2:42][C:43](Cl)=O. No catalyst specified. The product is [CH2:1]([O:8][C:9]1[CH:14]=[C:13]([O:15][CH2:16][C:17]2[CH:22]=[CH:21][CH:20]=[CH:19][CH:18]=2)[C:12]([CH:23]([CH3:25])[CH3:24])=[CH:11][C:10]=1[C:26]1[O:30][N:29]=[C:28]([C:31]([NH:33][CH2:34][CH3:35])=[O:32])[C:27]=1[C:36]1[N:37]=[C:43]([CH2:42][O:41][CH3:40])[O:39][N:38]=1)[C:2]1[CH:7]=[CH:6][CH:5]=[CH:4][CH:3]=1. The yield is 0.680. (4) The reactants are [CH2:1]([O:4][C:5]1[CH:6]=[C:7]([CH:12]=[C:13]([C:15]#[N:16])[CH:14]=1)[C:8]([O:10]C)=[O:9])[CH:2]=[CH2:3].[OH-].[Li+]. The catalyst is CO.O1CCCC1. The product is [CH2:1]([O:4][C:5]1[CH:6]=[C:7]([CH:12]=[C:13]([C:15]#[N:16])[CH:14]=1)[C:8]([OH:10])=[O:9])[CH:2]=[CH2:3]. The yield is 0.740. (5) The reactants are ClC1C=C(Cl)C=C(Cl)C=1[O:10][C:11](=O)[CH2:12][C:13](OC1C(Cl)=CC(Cl)=CC=1Cl)=[O:14].[NH2:26]/[C:27](/[CH3:34])=[CH:28]\[C:29]([O:31][CH2:32][CH3:33])=[O:30]. The catalyst is BrC1C=CC=CC=1.CCOC(C)=O. The product is [CH2:32]([O:31][C:29](=[O:30])[C:28]1[C:11]([OH:10])=[CH:12][C:13]([OH:14])=[N:26][C:27]=1[CH3:34])[CH3:33]. The yield is 0.860. (6) The reactants are Cl[C:2]1[CH:3]=[C:4]([NH:10][C:11]2[CH:16]=[CH:15][C:14]([N:17]3[CH2:22][CH2:21][N:20]([CH:23]4[CH2:26][O:25][CH2:24]4)[CH2:19][C@@H:18]3[CH3:27])=[CH:13][N:12]=2)[C:5](=[O:9])[N:6]([CH3:8])[N:7]=1.[C:28]([O:31][CH2:32][C:33]1[C:34]([N:42]2[CH2:53][CH2:52][N:51]3[C:44](=[CH:45][C:46]4[CH2:47][C:48]([CH3:55])([CH3:54])[CH2:49][C:50]=43)[C:43]2=[O:56])=[N:35][CH:36]=[CH:37][C:38]=1B(O)O)(=[O:30])[CH3:29].C([O-])(=O)C.[Na+].[O-]P([O-])([O-])=O.[K+].[K+].[K+]. The catalyst is C1C=CC(P(C2C=CC=CC=2)[C-]2C=CC=C2)=CC=1.C1C=CC(P(C2C=CC=CC=2)[C-]2C=CC=C2)=CC=1.Cl[Pd]Cl.[Fe+2].C(#N)C.O. The product is [C:28]([O:31][CH2:32][C:33]1[C:34]([N:42]2[CH2:53][CH2:52][N:51]3[C:44](=[CH:45][C:46]4[CH2:47][C:48]([CH3:55])([CH3:54])[CH2:49][C:50]=43)[C:43]2=[O:56])=[N:35][CH:36]=[CH:37][C:38]=1[C:2]1[CH:3]=[C:4]([NH:10][C:11]2[CH:16]=[CH:15][C:14]([N:17]3[CH2:22][CH2:21][N:20]([CH:23]4[CH2:26][O:25][CH2:24]4)[CH2:19][C@@H:18]3[CH3:27])=[CH:13][N:12]=2)[C:5](=[O:9])[N:6]([CH3:8])[N:7]=1)(=[O:30])[CH3:29]. The yield is 0.510. (7) The reactants are C[O:2][C:3]([C:5]1([CH3:46])[CH2:10][CH2:9][CH2:8][N:7]([C:11](=[O:45])[C@@H:12]([NH:14][C:15](=[O:44])[C@@H:16]([NH:20][C:21](=[O:43])[C:22]([CH3:42])([CH3:41])/[CH:23]=[CH:24]/[C:25]2[CH:34]=[C:33]3[C:28]([CH:29]=[CH:30][C:31]([C@H:35]([O:37]C(=O)C)[CH3:36])=[N:32]3)=[CH:27][CH:26]=2)[CH:17]([CH3:19])[CH3:18])[CH3:13])[NH:6]1)=[O:4].O.[OH-].[Li+]. The catalyst is O1CCCC1.O. The product is [OH:37][C@@H:35]([C:31]1[CH:30]=[CH:29][C:28]2[C:33](=[CH:34][C:25](/[CH:24]=[CH:23]/[C:22]([CH3:42])([CH3:41])[C:21]([NH:20][C@@H:16]([CH:17]([CH3:19])[CH3:18])[C:15]([NH:14][C@@H:12]([CH3:13])[C:11]([N:7]3[CH2:8][CH2:9][CH2:10][C:5]([CH3:46])([C:3]([OH:4])=[O:2])[NH:6]3)=[O:45])=[O:44])=[O:43])=[CH:26][CH:27]=2)[N:32]=1)[CH3:36]. The yield is 0.930. (8) The yield is 0.820. The reactants are [CH:1]1[C:10]2[C:5](=[CH:6][CH:7]=[CH:8][CH:9]=2)[CH:4]=[CH:3][C:2]=1[CH2:11][C:12]#[N:13].[C:14]([O:18][CH3:19])(=[O:17])[CH:15]=[CH2:16]. The catalyst is CC(O)(C)C.CC(O)(C)C.CO. The product is [C:12]([C:11]([C:2]1[CH:3]=[CH:4][C:5]2[C:10](=[CH:9][CH:8]=[CH:7][CH:6]=2)[CH:1]=1)([CH2:16][CH2:15][C:14]([O:18][CH3:19])=[O:17])[CH2:15][C:14]([O:18][CH3:19])=[O:17])#[N:13].